This data is from Catalyst prediction with 721,799 reactions and 888 catalyst types from USPTO. The task is: Predict which catalyst facilitates the given reaction. (1) Reactant: Cl.[CH3:2][O:3][C:4]1[C:9]([C:10](Cl)=[O:11])=[C:8]([CH3:13])[N:7]=[C:6]([O:14][CH3:15])[CH:5]=1.[OH-].[NH4+:17]. Product: [CH3:2][O:3][C:4]1[C:9]([C:10]([NH2:17])=[O:11])=[C:8]([CH3:13])[N:7]=[C:6]([O:14][CH3:15])[CH:5]=1. The catalyst class is: 4. (2) Reactant: [C:1]([O:5][C:6]([N:8]1[CH2:11][CH:10]([NH:12][C:13]2[CH:14]=[C:15]3[C:24](=[CH:25][C:26]=2[CH3:27])[O:23][CH2:22][C:21]2[N:16]3[CH:17]([CH3:29])[C:18](=[O:28])[NH:19][N:20]=2)[CH2:9]1)=[O:7])([CH3:4])([CH3:3])[CH3:2].C=O.[C:32]([BH3-])#N.[Na+]. Product: [C:1]([O:5][C:6]([N:8]1[CH2:11][CH:10]([N:12]([C:13]2[CH:14]=[C:15]3[C:24](=[CH:25][C:26]=2[CH3:27])[O:23][CH2:22][C:21]2[N:16]3[CH:17]([CH3:29])[C:18](=[O:28])[NH:19][N:20]=2)[CH3:32])[CH2:9]1)=[O:7])([CH3:4])([CH3:3])[CH3:2]. The catalyst class is: 467. (3) Reactant: [CH3:1][C:2]1[C:7]([OH:8])=[CH:6][CH:5]=[CH:4][N:3]=1.C(=O)([O-])[O-].[Na+].[Na+].[I:15]I.Cl. Product: [CH3:1][C:2]1[C:7]([OH:8])=[CH:6][CH:5]=[C:4]([I:15])[N:3]=1. The catalyst class is: 72. (4) Reactant: Cl.[CH2:2]([O:4][C:5](=[O:25])[CH2:6][O:7][C:8]1[CH:13]=[C:12]([C:14](=[O:22])[NH:15][CH:16]2[CH2:21][CH2:20][NH:19][CH2:18][CH2:17]2)[CH:11]=[C:10]([O:23][CH3:24])[CH:9]=1)[CH3:3].C(O[C:29](=O)[C:30]1[CH:35]=[C:34]([O:36][CH2:37][CH3:38])[C:33]([Cl:39])=[C:32]([O:40][CH2:41][CH3:42])[CH:31]=1)C.[Cl:39][C:33]1[C:34]([O:36][CH2:37][CH3:38])=[CH:35][C:30]([CH2:29]N2CCC(NC(=O)C3C=C(OC)C=C(CO)C=3)CC2)=[CH:31][C:32]=1[O:40][CH2:41][CH3:42].C([BH3-])#N.[Na+].C(N(C(C)C)C(C)C)C. Product: [CH2:2]([O:4][C:5](=[O:25])[CH2:6][O:7][C:8]1[CH:9]=[C:10]([O:23][CH3:24])[CH:11]=[C:12]([C:14](=[O:22])[NH:15][CH:16]2[CH2:17][CH2:18][N:19]([CH2:29][C:30]3[CH:35]=[C:34]([O:36][CH2:37][CH3:38])[C:33]([Cl:39])=[C:32]([O:40][CH2:41][CH3:42])[CH:31]=3)[CH2:20][CH2:21]2)[CH:13]=1)[CH3:3]. The catalyst class is: 212. (5) Reactant: O1CCCCC1[N:7]1[C:15]2[C:10](=[CH:11][C:12]([C:16]([NH2:18])=[O:17])=[CH:13][CH:14]=2)[C:9]([C:19]2[CH:24]=[CH:23][CH:22]=[C:21]([NH:25][C:26]([C:28]3[CH:29]=[N:30][CH:31]=[CH:32][CH:33]=3)=[O:27])[CH:20]=2)=[N:8]1.OO.[OH-].[Na+].O. Product: [N:30]1[CH:31]=[CH:32][CH:33]=[C:28]([C:26]([NH:25][C:21]2[CH:20]=[C:19]([C:9]3[C:10]4[C:15](=[CH:14][CH:13]=[C:12]([C:16]([NH2:18])=[O:17])[CH:11]=4)[NH:7][N:8]=3)[CH:24]=[CH:23][CH:22]=2)=[O:27])[CH:29]=1. The catalyst class is: 8.